Dataset: Full USPTO retrosynthesis dataset with 1.9M reactions from patents (1976-2016). Task: Predict the reactants needed to synthesize the given product. Given the product [OH:14][C:10]([CH3:11])([CH3:1])[CH2:9][C:8]1[CH:7]=[C:20]([OH:19])[CH:21]=[CH:12][CH:13]=1, predict the reactants needed to synthesize it. The reactants are: [CH3:1][Mg]Br.COC(=O)[CH2:7][C:8]1[CH:13]=[CH:12][CH:11]=[C:10]([OH:14])[CH:9]=1.C([O:19][CH2:20][CH3:21])(=O)C.Cl.